From a dataset of Full USPTO retrosynthesis dataset with 1.9M reactions from patents (1976-2016). Predict the reactants needed to synthesize the given product. (1) The reactants are: [NH:1]1[CH2:6][CH2:5][CH2:4][CH2:3][CH2:2]1.Cl[C:8]1[CH:13]=[CH:12][C:11]([S:14]([CH3:17])(=[O:16])=[O:15])=[CH:10][C:9]=1[C:18]([N:20]1[CH2:25][CH2:24][N:23]([C:26]2[CH:31]=[CH:30][C:29]([Cl:32])=[C:28]([Cl:33])[CH:27]=2)[CH2:22][CH2:21]1)=[O:19].C(NC(C)C)(C)C. Given the product [Cl:33][C:28]1[CH:27]=[C:26]([N:23]2[CH2:22][CH2:21][N:20]([C:18]([C:9]3[CH:10]=[C:11]([S:14]([CH3:17])(=[O:16])=[O:15])[CH:12]=[CH:13][C:8]=3[N:1]3[CH2:6][CH2:5][CH2:4][CH2:3][CH2:2]3)=[O:19])[CH2:25][CH2:24]2)[CH:31]=[CH:30][C:29]=1[Cl:32], predict the reactants needed to synthesize it. (2) Given the product [NH2:8][C:9]1[CH:10]=[C:11]2[C:15](=[CH:16][CH:17]=1)[CH:14]([CH2:18][C:19]([O:21][CH3:22])=[O:20])[C:13]1([CH2:24][CH2:23]1)[CH2:12]2, predict the reactants needed to synthesize it. The reactants are: C(OC([NH:8][C:9]1[CH:10]=[C:11]2[C:15](=[CH:16][CH:17]=1)[CH:14]([CH2:18][C:19]([O:21][CH3:22])=[O:20])[C:13]1([CH2:24][CH2:23]1)[CH2:12]2)=O)(C)(C)C.Cl.